This data is from Full USPTO retrosynthesis dataset with 1.9M reactions from patents (1976-2016). The task is: Predict the reactants needed to synthesize the given product. (1) Given the product [F:1][C:2]([F:25])([F:24])[C:3]1[CH:4]=[C:5]([NH:9][C:10]([C:12]2[CH:13]=[C:14]3[C:19](=[CH:20][CH:21]=2)[C:18]([I:22])=[N:17][N:16]=[C:15]3[O:27][CH3:26])=[O:11])[CH:6]=[CH:7][CH:8]=1, predict the reactants needed to synthesize it. The reactants are: [F:1][C:2]([F:25])([F:24])[C:3]1[CH:4]=[C:5]([NH:9][C:10]([C:12]2[CH:13]=[C:14]3[C:19](=[CH:20][CH:21]=2)[C:18]([I:22])=[N:17][N:16]=[C:15]3I)=[O:11])[CH:6]=[CH:7][CH:8]=1.[CH3:26][O-:27].[Na+].Cl. (2) The reactants are: C[O:2][C:3]([C:5]1[CH:14]=[CH:13][C:12]2[C:7](=[C:8]([NH2:15])[CH:9]=[CH:10][CH:11]=2)[N:6]=1)=O.[NH3:16]. Given the product [NH2:15][C:8]1[CH:9]=[CH:10][CH:11]=[C:12]2[C:7]=1[N:6]=[C:5]([C:3]([NH2:16])=[O:2])[CH:14]=[CH:13]2, predict the reactants needed to synthesize it. (3) Given the product [CH2:41]([N:49]1[CH:53]=[C:52]([C:2]2[C:10]3[C:5](=[N:6][CH:7]=[C:8]([C:11]4[CH:12]=[C:13]([CH:28]=[CH:29][CH:30]=4)[CH2:14][CH:15]4[CH2:16][CH2:17][N:18]([C:21]([O:23][C:24]([CH3:26])([CH3:25])[CH3:27])=[O:22])[CH2:19][CH2:20]4)[CH:9]=3)[N:4]([S:31]([C:34]3[CH:40]=[CH:39][C:37]([CH3:38])=[CH:36][CH:35]=3)(=[O:33])=[O:32])[CH:3]=2)[CH:51]=[N:50]1)[CH2:42][C:43]1[CH:44]=[CH:45][CH:46]=[CH:47][CH:48]=1, predict the reactants needed to synthesize it. The reactants are: I[C:2]1[C:10]2[C:5](=[N:6][CH:7]=[C:8]([C:11]3[CH:12]=[C:13]([CH:28]=[CH:29][CH:30]=3)[CH2:14][CH:15]3[CH2:20][CH2:19][N:18]([C:21]([O:23][C:24]([CH3:27])([CH3:26])[CH3:25])=[O:22])[CH2:17][CH2:16]3)[CH:9]=2)[N:4]([S:31]([C:34]2[CH:40]=[CH:39][C:37]([CH3:38])=[CH:36][CH:35]=2)(=[O:33])=[O:32])[CH:3]=1.[CH2:41]([N:49]1[CH:53]=[C:52](B2OC(C)(C)C(C)(C)O2)[CH:51]=[N:50]1)[CH2:42][C:43]1[CH:48]=[CH:47][CH:46]=[CH:45][CH:44]=1.C(=O)([O-])[O-].[Na+].[Na+]. (4) Given the product [CH3:3][O:4][C:5]1[CH:52]=[CH:51][C:8]([CH2:9][N:10]([CH2:42][C:43]2[CH:48]=[CH:47][C:46]([O:49][CH3:50])=[CH:45][CH:44]=2)[C:11]2[N:16]=[C:15]([CH3:17])[N:14]=[C:13]([C:18]3[CH:19]=[C:20]([CH2:33][N:34]4[CH2:39][CH2:40][O:41][CH2:36][C:35]4=[O:38])[CH:21]=[N:22][C:23]=3[NH:24][C:25]3[CH:26]=[N:27][C:28]([O:31][CH3:32])=[CH:29][CH:30]=3)[N:12]=2)=[CH:7][CH:6]=1, predict the reactants needed to synthesize it. The reactants are: [H-].[Na+].[CH3:3][O:4][C:5]1[CH:52]=[CH:51][C:8]([CH2:9][N:10]([CH2:42][C:43]2[CH:48]=[CH:47][C:46]([O:49][CH3:50])=[CH:45][CH:44]=2)[C:11]2[N:16]=[C:15]([CH3:17])[N:14]=[C:13]([C:18]3[CH:19]=[C:20]([CH2:33][N:34]([CH2:39][CH2:40][OH:41])[C:35](=[O:38])[CH2:36]Cl)[CH:21]=[N:22][C:23]=3[NH:24][C:25]3[CH:26]=[N:27][C:28]([O:31][CH3:32])=[CH:29][CH:30]=3)[N:12]=2)=[CH:7][CH:6]=1.O. (5) Given the product [CH3:14][O:15][C:16](=[O:25])[C:17]1[CH:22]=[CH:21][C:20]([CH2:23][N:13]2[C:6]3=[N:7][C:8]([CH3:12])=[CH:9][C:10]([CH3:11])=[C:5]3[N:4]=[C:3]2[CH2:1][CH3:2])=[CH:19][CH:18]=1, predict the reactants needed to synthesize it. The reactants are: [CH2:1]([C:3]1[NH:13][C:6]2=[N:7][C:8]([CH3:12])=[CH:9][C:10]([CH3:11])=[C:5]2[N:4]=1)[CH3:2].[CH3:14][O:15][C:16](=[O:25])[C:17]1[CH:22]=[CH:21][C:20]([CH2:23]Br)=[CH:19][CH:18]=1.[H-].[Na+]. (6) Given the product [CH:1]([C:4]1[CH:5]=[C:6]([C:12]([NH:15][C:16]2[CH:17]=[C:18]([CH:24]=[CH:25][CH:26]=2)[C:19]([O:21][CH2:22][CH3:23])=[O:20])=[O:14])[O:7][C:8]=1[CH:9]([CH3:10])[CH3:11])([CH3:2])[CH3:3], predict the reactants needed to synthesize it. The reactants are: [CH:1]([C:4]1[CH:5]=[C:6]([C:12]([OH:14])=O)[O:7][C:8]=1[CH:9]([CH3:11])[CH3:10])([CH3:3])[CH3:2].[NH2:15][C:16]1[CH:17]=[C:18]([CH:24]=[CH:25][CH:26]=1)[C:19]([O:21][CH2:22][CH3:23])=[O:20]. (7) Given the product [C:69]([O:68][C:66]([N:63]1[CH2:64][CH2:65][C:60]([C:18]2[N:14]([C:11]3[CH:12]=[CH:13][C:8]([O:1][C:2]4[CH:7]=[CH:6][CH:5]=[CH:4][CH:3]=4)=[CH:9][CH:10]=3)[N:15]=[C:16]([C:27]([O:29][CH2:30][CH3:31])=[O:28])[CH:17]=2)=[CH:61][CH2:62]1)=[O:67])([CH3:72])([CH3:70])[CH3:71], predict the reactants needed to synthesize it. The reactants are: [O:1]([C:8]1[CH:13]=[CH:12][C:11]([N:14]2[C:18](OS(C(F)(F)F)(=O)=O)=[CH:17][C:16]([C:27]([O:29][CH2:30][CH3:31])=[O:28])=[N:15]2)=[CH:10][CH:9]=1)[C:2]1[CH:7]=[CH:6][CH:5]=[CH:4][CH:3]=1.C([O-])([O-])=O.[K+].[K+].C(C1C(C2C=CC(OC3C=CC=CC=3)=CC=2)=CC([CH:60]2[CH2:65][CH2:64][N:63]([C:66]([O:68][C:69]([CH3:72])([CH3:71])[CH3:70])=[O:67])[CH2:62][CH2:61]2)=CC=1)(=O)N. (8) Given the product [CH:2]1([C:8]2[C:16]3[C:11](=[CH:12][C:13]([C:17]([O:19][CH3:20])=[O:18])=[CH:14][CH:15]=3)[N:10]([CH2:21][CH:22]=[O:23])[C:9]=2[C:27]2[CH:32]=[CH:31][C:30]([O:33][CH3:34])=[CH:29][C:28]=2[CH2:35][NH:36][CH3:37])[CH2:7][CH2:6][CH2:5][CH2:4][CH2:3]1, predict the reactants needed to synthesize it. The reactants are: Cl.[CH:2]1([C:8]2[C:16]3[C:11](=[CH:12][C:13]([C:17]([O:19][CH3:20])=[O:18])=[CH:14][CH:15]=3)[N:10]([CH2:21][CH:22]3OCC[O:23]3)[C:9]=2[C:27]2[CH:32]=[CH:31][C:30]([O:33][CH3:34])=[CH:29][C:28]=2[CH2:35][NH:36][CH3:37])[CH2:7][CH2:6][CH2:5][CH2:4][CH2:3]1.